From a dataset of TCR-epitope binding with 47,182 pairs between 192 epitopes and 23,139 TCRs. Binary Classification. Given a T-cell receptor sequence (or CDR3 region) and an epitope sequence, predict whether binding occurs between them. (1) The epitope is FLYALALLL. Result: 0 (the TCR does not bind to the epitope). The TCR CDR3 sequence is CASSLGLAATYEQYF. (2) The epitope is WICLLQFAY. The TCR CDR3 sequence is CASSQTVNYGYTF. Result: 1 (the TCR binds to the epitope). (3) The epitope is TLIGDCATV. The TCR CDR3 sequence is CASSYYDTIYF. Result: 1 (the TCR binds to the epitope). (4) The TCR CDR3 sequence is CAIGDSSSYNEQFF. Result: 1 (the TCR binds to the epitope). The epitope is NLVPMVATV. (5) The epitope is VLAWLYAAV. The TCR CDR3 sequence is CASSLSSVRTEAFF. Result: 1 (the TCR binds to the epitope). (6) The epitope is LPPIVAKEI. The TCR CDR3 sequence is CSARIYTGGRYNSPLHF. Result: 0 (the TCR does not bind to the epitope).